This data is from Peptide-MHC class II binding affinity with 134,281 pairs from IEDB. The task is: Regression. Given a peptide amino acid sequence and an MHC pseudo amino acid sequence, predict their binding affinity value. This is MHC class II binding data. (1) The peptide sequence is RPGVSKKFLSLLTSS. The MHC is DRB1_0701 with pseudo-sequence DRB1_0701. The binding affinity (normalized) is 0.576. (2) The peptide sequence is FDSFVASLTEALRVI. The MHC is DRB1_1501 with pseudo-sequence DRB1_1501. The binding affinity (normalized) is 0.550. (3) The peptide sequence is LRAAMISLAKKIDVQ. The MHC is H-2-IAb with pseudo-sequence H-2-IAb. The binding affinity (normalized) is 0.595. (4) The peptide sequence is EKKYFAATQFEPVAA. The MHC is HLA-DQA10401-DQB10402 with pseudo-sequence HLA-DQA10401-DQB10402. The binding affinity (normalized) is 0.523. (5) The peptide sequence is PEEFAVVDLSKMRAV. The MHC is HLA-DPA10103-DPB10401 with pseudo-sequence HLA-DPA10103-DPB10401. The binding affinity (normalized) is 0.573. (6) The binding affinity (normalized) is 0.571. The MHC is DRB4_0101 with pseudo-sequence DRB4_0103. The peptide sequence is RYFLMAFANQIHHID.